From a dataset of Reaction yield outcomes from USPTO patents with 853,638 reactions. Predict the reaction yield, written as a fraction of the theoretical maximum amount of product (1.0 means a 100% yield; for example, 0.34 means a 34% yield). (1) The reactants are [CH2:1]([P:8]([CH2:11][CH:12]([CH2:18][C:19]1[CH:20]=[N:21][C:22]([NH:25][C:26]([O:28][C:29]([CH3:32])([CH3:31])[CH3:30])=[O:27])=[CH:23][CH:24]=1)[C:13]([O:15]CC)=[O:14])(=[O:10])[OH:9])[C:2]1[CH:7]=[CH:6][CH:5]=[CH:4][CH:3]=1.[Li+].[OH-]. The catalyst is C1COCC1.O. The product is [CH2:1]([P:8]([CH2:11][CH:12]([CH2:18][C:19]1[CH:20]=[N:21][C:22]([NH:25][C:26]([O:28][C:29]([CH3:32])([CH3:31])[CH3:30])=[O:27])=[CH:23][CH:24]=1)[C:13]([OH:15])=[O:14])([OH:10])=[O:9])[C:2]1[CH:7]=[CH:6][CH:5]=[CH:4][CH:3]=1. The yield is 0.810. (2) The reactants are [N:1]1[CH:6]=[CH:5][CH:4]=[CH:3][C:2]=1[C:7]1[N:12]=[C:11]([CH3:13])[C:10]([C:14]([OH:16])=O)=[CH:9][N:8]=1.[F:17][C:18]([F:30])([F:29])[C:19]1[CH:27]=[C:26]2[C:22]([CH:23]=[CH:24][N:25]2[NH2:28])=[CH:21][CH:20]=1.C[N+]1(C2N=C(OC)N=C(OC)N=2)CCOCC1.[Cl-]. The catalyst is CN(C=O)C.C([O-])([O-])=O.[Na+].[Na+]. The product is [F:30][C:18]([F:17])([F:29])[C:19]1[CH:27]=[C:26]2[C:22]([CH:23]=[CH:24][N:25]2[NH:28][C:14]([C:10]2[C:11]([CH3:13])=[N:12][C:7]([C:2]3[CH:3]=[CH:4][CH:5]=[CH:6][N:1]=3)=[N:8][CH:9]=2)=[O:16])=[CH:21][CH:20]=1. The yield is 0.400. (3) The reactants are C([O-])([O-])=O.[Cs+].[Cs+].[CH3:7][O:8][C:9]1[CH:14]=[C:13]([CH3:15])[N:12]=[C:11]([N:16]2[CH2:47][CH2:46][C:19]3([C:24](=[O:25])[N:23]([CH2:26][C:27]4[C:35]5[C:30](=[CH:31][CH:32]=[CH:33][CH:34]=5)[N:29](S(C5C=CC(C)=CC=5)(=O)=O)[CH:28]=4)[CH2:22][CH2:21][CH2:20]3)[CH2:18][CH2:17]2)[N:10]=1. The catalyst is CO. The product is [NH:29]1[C:30]2[C:35](=[CH:34][CH:33]=[CH:32][CH:31]=2)[C:27]([CH2:26][N:23]2[CH2:22][CH2:21][CH2:20][C:19]3([CH2:18][CH2:17][N:16]([C:11]4[N:10]=[C:9]([O:8][CH3:7])[CH:14]=[C:13]([CH3:15])[N:12]=4)[CH2:47][CH2:46]3)[C:24]2=[O:25])=[CH:28]1. The yield is 0.700. (4) The reactants are [Cl:1][C:2]1[C:3]([S:32]([OH:35])(=O)=[O:33])=[N:4][CH:5]=[C:6]([C:17]([N:19]2[CH2:24][CH2:23][CH:22]([C:25]3[CH:30]=[CH:29][C:28]([F:31])=[CH:27][CH:26]=3)[CH2:21][CH2:20]2)=[O:18])[C:7]=1[NH:8][C:9]1[CH:14]=[CH:13][C:12]([F:15])=[CH:11][C:10]=1[CH3:16].[CH3:36][C:37]1[CH:41]=[C:40]([NH2:42])[O:39][N:38]=1. No catalyst specified. The product is [Cl:1][C:2]1[C:3]([S:32]([NH:42][C:40]2[O:39][N:38]=[C:37]([CH3:36])[CH:41]=2)(=[O:33])=[O:35])=[N:4][CH:5]=[C:6]([C:17]([N:19]2[CH2:20][CH2:21][CH:22]([C:25]3[CH:26]=[CH:27][C:28]([F:31])=[CH:29][CH:30]=3)[CH2:23][CH2:24]2)=[O:18])[C:7]=1[NH:8][C:9]1[CH:14]=[CH:13][C:12]([F:15])=[CH:11][C:10]=1[CH3:16]. The yield is 0.370. (5) The reactants are [Si]([O:18][CH2:19][CH:20]1[NH:24][C:23](=O)[CH2:22][CH2:21]1)(C(C)(C)C)(C1C=CC=CC=1)C1C=CC=CC=1.[Br:26][C:27]1[CH:28]=[N:29][CH:30]=[C:31](Br)[CH:32]=1.[CH3:34]C(C)([O-])C.[Na+].C1(P(C2C=CC=CC=2)C2C=CC3C(=CC=CC=3)C=2C2C3C(=CC=CC=3)C=CC=2P(C2C=CC=CC=2)C2C=CC=CC=2)C=CC=CC=1. The catalyst is O1CCOCC1.C(=O)(O)[O-].[Na+].C1C=CC(/C=C/C(/C=C/C2C=CC=CC=2)=O)=CC=1.C1C=CC(/C=C/C(/C=C/C2C=CC=CC=2)=O)=CC=1.C1C=CC(/C=C/C(/C=C/C2C=CC=CC=2)=O)=CC=1.[Pd].[Pd]. The product is [Br:26][C:27]1[CH:32]=[C:31]([N:24]2[CH:20]([CH2:19][OH:18])[CH2:21][CH:22]3[CH:23]2[CH2:34]3)[CH:30]=[N:29][CH:28]=1. The yield is 0.330.